This data is from Reaction yield outcomes from USPTO patents with 853,638 reactions. The task is: Predict the reaction yield, written as a fraction of the theoretical maximum amount of product (1.0 means a 100% yield; for example, 0.34 means a 34% yield). (1) The reactants are [O:1]=[C:2]1[C:7]([C:8]([OH:10])=O)=[CH:6][C:5]([C:11]2[CH:16]=[CH:15][CH:14]=[CH:13][CH:12]=2)=[CH:4][NH:3]1.C1C=CC2N(O)N=NC=2C=1.[CH3:27][CH2:28][N:29]=[C:30]=[N:31][CH2:32][CH2:33][CH2:34]N(C)C.Cl.Cl.Cl.[F:41][C:42]1[CH:43]=[C:44]([NH:69]C(NC(=O)CC2C=CC(F)=CC=2)=S)[CH:45]=[CH:46][C:47]=1[O:48][C:49]1C2=C(C)C(OCCN3CCN(C)CC3)=CN2N=CN=1. The catalyst is CN(C=O)C. The product is [NH:31]1[C:30]2=[N:29][CH:28]=[CH:27][C:49]([O:48][C:47]3[CH:46]=[CH:45][C:44]([NH:69][C:8]([C:7]4[C:2](=[O:1])[NH:3][CH:4]=[C:5]([C:11]5[CH:16]=[CH:15][CH:14]=[CH:13][CH:12]=5)[CH:6]=4)=[O:10])=[CH:43][C:42]=3[F:41])=[C:34]2[CH:33]=[CH:32]1. The yield is 0.130. (2) The reactants are [C:1](=[O:42])(OC1C=CC([N+]([O-])=O)=CC=1)[O:2][C@H:3]1[CH2:7][C@H:6]([C:8]2[N:12]3[C:13]4[CH:19]=[CH:18][N:17](S(C5C=CC(C)=CC=5)(=O)=O)[C:14]=4[N:15]=[CH:16][C:11]3=[N:10][N:9]=2)[C@H:5]([CH2:30][CH3:31])[CH2:4]1.[CH:43]1([NH2:46])[CH2:45][CH2:44]1.[OH-].[Na+]. The catalyst is O1CCOCC1. The product is [CH:43]1([NH:46][C:1](=[O:42])[O:2][C@H:3]2[CH2:7][C@H:6]([C:8]3[N:12]4[C:13]5[CH:19]=[CH:18][NH:17][C:14]=5[N:15]=[CH:16][C:11]4=[N:10][N:9]=3)[C@H:5]([CH2:30][CH3:31])[CH2:4]2)[CH2:45][CH2:44]1. The yield is 0.670.